This data is from Full USPTO retrosynthesis dataset with 1.9M reactions from patents (1976-2016). The task is: Predict the reactants needed to synthesize the given product. (1) Given the product [N:24]1[CH:25]=[CH:26][CH:27]=[CH:28][C:23]=1[O:22][CH2:21][C@@H:19]1[O:18][C:17](=[O:29])[N:16]([C:13]2[CH:14]=[CH:15][C:7]3[C:6]4[NH:32][N:2]=[CH:4][C:5]=4[CH2:11][CH2:10][CH2:9][C:8]=3[CH:12]=2)[CH2:20]1, predict the reactants needed to synthesize it. The reactants are: C[N:2]([CH:4]=[C:5]1[CH2:11][CH2:10][CH2:9][C:8]2[CH:12]=[C:13]([N:16]3[CH2:20][C@H:19]([CH2:21][O:22][C:23]4[CH:28]=[CH:27][CH:26]=[CH:25][N:24]=4)[O:18][C:17]3=[O:29])[CH:14]=[CH:15][C:7]=2[C:6]1=O)C.O.[NH2:32]N. (2) Given the product [OH:1][C@H:2]([C:27]1[C:28]([CH3:37])=[C:29]2[C:33](=[CH:34][CH:35]=1)[C:32](=[O:36])[O:31][CH2:30]2)[CH2:3][N:4]1[CH:5]2[CH2:12][N:11]([CH2:13][CH2:14][C:15]3[CH:16]=[C:17]4[C:22](=[CH:23][CH:24]=3)[C:21](=[O:25])[O:20][C@@H:19]([CH3:26])[CH2:18]4)[CH2:10][CH:9]1[CH2:8][O:7][CH2:6]2, predict the reactants needed to synthesize it. The reactants are: [OH:1][C@H:2]([C:27]1[C:28]([CH3:37])=[C:29]2[C:33](=[CH:34][CH:35]=1)[C:32](=[O:36])[O:31][CH2:30]2)[CH2:3][N:4]1[CH:9]2[CH2:10][N:11]([CH2:13][CH2:14][C:15]3[CH:16]=[C:17]4[C:22](=[CH:23][CH:24]=3)[C:21](=[O:25])[O:20][C@H:19]([CH3:26])[CH2:18]4)[CH2:12][CH:5]1[CH2:6][O:7][CH2:8]2.O[C@H](C1C=CC2C(=O)OCC=2C=1C)CN1C2CNCC1COC2.C[C@H]1CC2C(=CC=C(CC=O)C=2)C(=O)O1. (3) The reactants are: [CH2:1]([O:3][C:4](=[O:23])[CH2:5][C:6]1[CH:11]=[CH:10][CH:9]=[C:8]([NH:12][C:13](=[O:22])[C:14]2[CH:19]=[CH:18][C:17](Br)=[CH:16][C:15]=2[CH3:21])[CH:7]=1)[CH3:2].[C:24]1(B(O)O)[CH:29]=[CH:28][CH:27]=[CH:26][CH:25]=1. Given the product [CH2:1]([O:3][C:4](=[O:23])[CH2:5][C:6]1[CH:11]=[CH:10][CH:9]=[C:8]([NH:12][C:13]([C:14]2[CH:19]=[CH:18][C:17]([C:24]3[CH:29]=[CH:28][CH:27]=[CH:26][CH:25]=3)=[CH:16][C:15]=2[CH3:21])=[O:22])[CH:7]=1)[CH3:2], predict the reactants needed to synthesize it. (4) Given the product [Cl:13][C:10]1[CH:11]=[CH:12][C:7]([C:6]2[CH:2]=[N:3][S:4][N:5]=2)=[C:8]([CH3:14])[CH:9]=1, predict the reactants needed to synthesize it. The reactants are: Cl[C:2]1[C:6]([C:7]2[CH:12]=[CH:11][C:10]([Cl:13])=[CH:9][C:8]=2[CH3:14])=[N:5][S:4][N:3]=1.[BH4-].[Li+]. (5) Given the product [Br:19][CH2:9]/[CH:8]=[CH:7]/[CH:1]1[CH2:6][CH2:5][CH2:4][CH2:3][CH2:2]1, predict the reactants needed to synthesize it. The reactants are: [CH:1]1([CH:7](O)[CH:8]=[CH2:9])[CH2:6][CH2:5][CH2:4][CH2:3][CH2:2]1.C=CCCC=C.S(Br)([Br:19])=O.